Dataset: Forward reaction prediction with 1.9M reactions from USPTO patents (1976-2016). Task: Predict the product of the given reaction. (1) Given the reactants [F:1][C:2]([F:20])([F:19])[C:3]1[CH:4]=[C:5]([S:9]([C@H:12]2[CH2:15][C@H:14](C(O)=O)[CH2:13]2)(=[O:11])=[O:10])[CH:6]=[CH:7][CH:8]=1.[C:21](Cl)([C:23](Cl)=[O:24])=O.[Si](C=[N+]=[N-])(C)(C)C.[BrH:34], predict the reaction product. The product is: [Br:34][CH2:21][C:23]([CH:14]1[CH2:15][CH:12]([S:9]([C:5]2[CH:6]=[CH:7][CH:8]=[C:3]([C:2]([F:20])([F:19])[F:1])[CH:4]=2)(=[O:11])=[O:10])[CH2:13]1)=[O:24]. (2) The product is: [CH3:28][O:29][C:30](=[O:36])[C:31]([CH3:35])([CH3:34])[CH2:32][NH:33][C:6]([C:8]1[N:9]=[C:10]([C:26]#[N:27])[C:11]2[C:16]([C:17]=1[OH:18])=[CH:15][CH:14]=[C:13]([S:19][C:20]1[CH:25]=[CH:24][CH:23]=[CH:22][CH:21]=1)[CH:12]=2)=[O:7]. Given the reactants C(O[C:6]([C:8]1[N:9]=[C:10]([C:26]#[N:27])[C:11]2[C:16]([C:17]=1[OH:18])=[CH:15][CH:14]=[C:13]([S:19][C:20]1[CH:25]=[CH:24][CH:23]=[CH:22][CH:21]=1)[CH:12]=2)=[O:7])CCC.[CH3:28][O:29][C:30](=[O:36])[C:31]([CH3:35])([CH3:34])[CH2:32][NH2:33], predict the reaction product. (3) Given the reactants Cl.Cl.[N:3]1([CH2:9][CH:10]([C:22]2([OH:28])[CH2:27][CH2:26][CH2:25][CH2:24][CH2:23]2)[C:11]2[CH:16]=[CH:15][CH:14]=[C:13]([O:17][C:18]([F:21])([F:20])[F:19])[CH:12]=2)[CH2:8][CH2:7][NH:6][CH2:5][CH2:4]1.[CH2:29]=O.O.[OH-].[Na+], predict the reaction product. The product is: [CH3:29][N:6]1[CH2:7][CH2:8][N:3]([CH2:9][CH:10]([C:22]2([OH:28])[CH2:27][CH2:26][CH2:25][CH2:24][CH2:23]2)[C:11]2[CH:16]=[CH:15][CH:14]=[C:13]([O:17][C:18]([F:21])([F:20])[F:19])[CH:12]=2)[CH2:4][CH2:5]1. (4) Given the reactants [Cl:1][C:2]1[CH:7]=[CH:6][C:5]([C:8](=[NH:20])[NH:9][C:10]2[CH:15]=[CH:14][C:13]([S:16]([CH3:19])(=[O:18])=[O:17])=[CH:12][CH:11]=2)=[CH:4][CH:3]=1.C(=O)(O)[O-].[Na+].[Cl:26][C:27]1[CH:36]=[CH:35][C:30]([C:31](=O)[CH2:32]Br)=[CH:29][CH:28]=1, predict the reaction product. The product is: [Cl:1][C:2]1[CH:3]=[CH:4][C:5]([C:8]2[N:9]([C:10]3[CH:15]=[CH:14][C:13]([S:16]([CH3:19])(=[O:17])=[O:18])=[CH:12][CH:11]=3)[CH:32]=[C:31]([C:30]3[CH:35]=[CH:36][C:27]([Cl:26])=[CH:28][CH:29]=3)[N:20]=2)=[CH:6][CH:7]=1. (5) Given the reactants [Br:1][C:2]1[CH:3]=[C:4]([CH:7]=[O:8])[S:5][CH:6]=1.[O-:9]Cl=O.[Na+], predict the reaction product. The product is: [Br:1][C:2]1[CH:3]=[C:4]([C:7]([OH:9])=[O:8])[S:5][CH:6]=1. (6) Given the reactants [Cl:1][C:2]1[CH:3]=[C:4]([N:9]2[CH2:18][CH2:17][C:16]3[C:11](=[CH:12][CH:13]=[C:14]([O:19]CC4C=CC=CC=4)[CH:15]=3)[CH:10]2[CH2:27][C:28]2[CH:33]=[CH:32][C:31]([O:34][CH2:35][CH2:36][CH:37]3[CH2:42][CH2:41][CH2:40][CH2:39][NH:38]3)=[CH:30][CH:29]=2)[CH:5]=[CH:6][C:7]=1[Cl:8], predict the reaction product. The product is: [Cl:1][C:2]1[CH:3]=[C:4]([N:9]2[CH2:18][CH2:17][C:16]3[C:11](=[CH:12][CH:13]=[C:14]([OH:19])[CH:15]=3)[CH:10]2[CH2:27][C:28]2[CH:33]=[CH:32][C:31]([O:34][CH2:35][CH2:36][CH:37]3[CH2:42][CH2:41][CH2:40][CH2:39][NH:38]3)=[CH:30][CH:29]=2)[CH:5]=[CH:6][C:7]=1[Cl:8]. (7) Given the reactants [NH2:1][C:2]1[CH:7]=[CH:6][C:5]([C:8]2[N:13]=[C:12]3[N:14](C(OC(C)(C)C)=O)[N:15]=[C:16]([CH3:17])[C:11]3=[C:10]([C:25]3[CH:30]=[CH:29][C:28]([N:31]4[CH2:36][CH2:35][N:34]([C:37]([O:39][C:40]([CH3:43])([CH3:42])[CH3:41])=[O:38])[CH2:33][CH2:32]4)=[CH:27][CH:26]=3)[C:9]=2[C:44]#[N:45])=[C:4]([F:46])[CH:3]=1.[CH3:47][O-].[Na+].C=O.[BH4-].[Na+], predict the reaction product. The product is: [C:44]([C:9]1[C:10]([C:25]2[CH:30]=[CH:29][C:28]([N:31]3[CH2:36][CH2:35][N:34]([C:37]([O:39][C:40]([CH3:43])([CH3:41])[CH3:42])=[O:38])[CH2:33][CH2:32]3)=[CH:27][CH:26]=2)=[C:11]2[C:16]([CH3:17])=[N:15][NH:14][C:12]2=[N:13][C:8]=1[C:5]1[CH:6]=[CH:7][C:2]([NH:1][CH3:47])=[CH:3][C:4]=1[F:46])#[N:45]. (8) The product is: [Cl:10][CH2:11][C@@H:12]([OH:22])[CH2:13][C@@H:14]([OH:21])[CH2:15][C:16]([O:18][CH2:19][CH3:20])=[O:17]. Given the reactants C(B(CC)OC)C.[BH4-].[Na+].[Cl:10][CH2:11][C@@H:12]([OH:22])[CH2:13][C:14](=[O:21])[CH2:15][C:16]([O:18][CH2:19][CH3:20])=[O:17], predict the reaction product.